From a dataset of Reaction yield outcomes from USPTO patents with 853,638 reactions. Predict the reaction yield, written as a fraction of the theoretical maximum amount of product (1.0 means a 100% yield; for example, 0.34 means a 34% yield). (1) The reactants are [C:1]([O:5][C:6]([N:8]1[C@@:12]([CH3:16])([C:13]([OH:15])=O)[CH2:11][O:10][C:9]1([CH3:18])[CH3:17])=[O:7])([CH3:4])([CH3:3])[CH3:2].CN(C(ON1N=NC2C=CC=NC1=2)=[N+](C)C)C.F[P-](F)(F)(F)(F)F.CCN(C(C)C)C(C)C.Cl.[NH2:53][CH2:54][C:55]([C:57]1[CH:62]=[CH:61][C:60]([O:63][CH2:64][CH2:65][CH2:66][CH2:67][CH2:68][CH2:69][CH2:70][CH3:71])=[C:59]([C:72]([F:75])([F:74])[F:73])[CH:58]=1)=[O:56]. The catalyst is CCOC(C)=O.CN(C=O)C. The product is [CH3:17][C:9]1([CH3:18])[N:8]([C:6]([O:5][C:1]([CH3:2])([CH3:3])[CH3:4])=[O:7])[C@@:12]([CH3:16])([C:13](=[O:15])[NH:53][CH2:54][C:55]([C:57]2[CH:62]=[CH:61][C:60]([O:63][CH2:64][CH2:65][CH2:66][CH2:67][CH2:68][CH2:69][CH2:70][CH3:71])=[C:59]([C:72]([F:73])([F:74])[F:75])[CH:58]=2)=[O:56])[CH2:11][O:10]1. The yield is 0.400. (2) The reactants are [H-].[Na+].[F:3][C:4]1[CH:5]=[C:6]2[C:10](=[CH:11][CH:12]=1)[NH:9][CH:8]=[C:7]2[CH:13]=[O:14].Br[CH2:16][CH2:17][O:18][CH3:19].O. The catalyst is CN(C=O)C.CCOC(C)=O. The product is [F:3][C:4]1[CH:5]=[C:6]2[C:10](=[CH:11][CH:12]=1)[N:9]([CH2:16][CH2:17][O:18][CH3:19])[CH:8]=[C:7]2[CH:13]=[O:14]. The yield is 0.790. (3) The reactants are [C:1]1(=[O:11])[NH:5][C:4](=[O:6])[C:3]2=[CH:7][CH:8]=[CH:9][CH:10]=[C:2]12.[K].[C:13]1([C:47]2[CH:52]=[CH:51][CH:50]=[CH:49][CH:48]=2)[CH:18]=[CH:17][C:16]([CH2:19][CH2:20][CH:21]([O:37]CC2C=CC(OC)=CC=2)[CH:22]([CH2:30][CH2:31]OS(C)(=O)=O)[C:23]([O:25]C(C)(C)C)=[O:24])=[CH:15][CH:14]=1. The catalyst is CN(C)C=O. The product is [C:13]1([C:47]2[CH:48]=[CH:49][CH:50]=[CH:51][CH:52]=2)[CH:14]=[CH:15][C:16]([CH2:19][CH2:20][CH:21]([OH:37])[CH:22]([CH2:30][CH2:31][N:5]2[C:1](=[O:11])[C:2]3[C:3](=[CH:7][CH:8]=[CH:9][CH:10]=3)[C:4]2=[O:6])[C:23]([OH:25])=[O:24])=[CH:17][CH:18]=1. The yield is 0.270. (4) The reactants are [CH3:1][O:2][C:3]1[CH:4]=[C:5]([C:11]([CH3:15])([CH3:14])[CH:12]=[O:13])[CH:6]=[C:7]([O:9][CH3:10])[CH:8]=1.[BH4-].[Na+]. The catalyst is CO. The product is [CH3:10][O:9][C:7]1[CH:6]=[C:5]([C:11]([CH3:15])([CH3:14])[CH2:12][OH:13])[CH:4]=[C:3]([O:2][CH3:1])[CH:8]=1. The yield is 0.940. (5) The reactants are C(O[C:6]([N:8]1[CH2:13][CH2:12][N:11]([C:14]2[C:19]([CH:20]=[N:21][O:22][CH2:23][CH3:24])=[C:18]([NH2:25])[N:17]=[CH:16][N:15]=2)[CH2:10][CH2:9]1)=[O:7])(C)(C)C.C(O)(C(F)(F)F)=O.C(Cl)Cl.[N+](C1C=CC(OC(=O)[NH:47][C:48]2[CH:53]=[CH:52][C:51]([O:54][CH:55]([CH3:57])[CH3:56])=[CH:50][CH:49]=2)=CC=1)([O-])=O.CCN(C(C)C)C(C)C. No catalyst specified. The product is [CH:55]([O:54][C:51]1[CH:52]=[CH:53][C:48]([NH:47][C:6]([N:8]2[CH2:9][CH2:10][N:11]([C:14]3[C:19]([CH:20]=[N:21][O:22][CH2:23][CH3:24])=[C:18]([NH2:25])[N:17]=[CH:16][N:15]=3)[CH2:12][CH2:13]2)=[O:7])=[CH:49][CH:50]=1)([CH3:57])[CH3:56]. The yield is 0.320. (6) The reactants are [ClH:1].[CH3:2][C:3]1[CH:11]=[CH:10][C:6]([C:7](=[NH:9])O)=[CH:5][CH:4]=1.[NH3:12].CO.[Cl-].[NH4+].CCO. The catalyst is CO. The product is [ClH:1].[CH3:2][C:3]1[CH:11]=[CH:10][C:6]([C:7]([NH2:12])=[NH:9])=[CH:5][CH:4]=1. The yield is 0.970. (7) The reactants are [CH3:1][C:2]([CH3:17])([CH3:16])[C:3]#[C:4][C:5]1[CH:11]=[C:10]([N+:12]([O-:14])=[O:13])[C:9]([F:15])=[CH:8][C:6]=1[NH2:7].CCN(CC)CC.[C:25](Cl)(=[O:29])[CH2:26][CH2:27][CH3:28].O. The catalyst is ClCCl. The product is [CH3:1][C:2]([CH3:17])([CH3:16])[C:3]#[C:4][C:5]1[CH:11]=[C:10]([N+:12]([O-:14])=[O:13])[C:9]([F:15])=[CH:8][C:6]=1[NH:7][C:25](=[O:29])[CH2:26][CH2:27][CH3:28]. The yield is 0.670.